From a dataset of Full USPTO retrosynthesis dataset with 1.9M reactions from patents (1976-2016). Predict the reactants needed to synthesize the given product. Given the product [Cl:13][C:14]1[CH:20]=[C:19]([O:21][C:22]2[C:31]3[C:26](=[CH:27][C:28]([O:34][CH3:35])=[C:29]([O:32][CH3:33])[CH:30]=3)[N:25]=[CH:24][CH:23]=2)[CH:18]=[CH:17][C:15]=1[NH:16][C:11]([NH:10][C:8](=[O:9])[C:5]1[CH:4]=[CH:3][C:2]([CH3:1])=[CH:7][CH:6]=1)=[S:12], predict the reactants needed to synthesize it. The reactants are: [CH3:1][C:2]1[CH:7]=[CH:6][C:5]([C:8]([N:10]=[C:11]=[S:12])=[O:9])=[CH:4][CH:3]=1.[Cl:13][C:14]1[CH:20]=[C:19]([O:21][C:22]2[C:31]3[C:26](=[CH:27][C:28]([O:34][CH3:35])=[C:29]([O:32][CH3:33])[CH:30]=3)[N:25]=[CH:24][CH:23]=2)[CH:18]=[CH:17][C:15]=1[NH2:16].C1(C)C=CC=CC=1.